From a dataset of Catalyst prediction with 721,799 reactions and 888 catalyst types from USPTO. Predict which catalyst facilitates the given reaction. (1) Reactant: [C:1]([C:4]1[C:8]2[CH:9]=[CH:10][N:11]3[C:15]([C:7]=2[N:6]([CH2:23][C:24]([O:26]C)=[O:25])[N:5]=1)=[CH:14][C:13]([C:16]1[CH:21]=[CH:20][CH:19]=[C:18]([Cl:22])[CH:17]=1)=[CH:12]3)(=[O:3])[CH3:2].O.CO.[OH-].[Na+]. Product: [C:1]([C:4]1[C:8]2[CH:9]=[CH:10][N:11]3[C:15]([C:7]=2[N:6]([CH2:23][C:24]([OH:26])=[O:25])[N:5]=1)=[CH:14][C:13]([C:16]1[CH:21]=[CH:20][CH:19]=[C:18]([Cl:22])[CH:17]=1)=[CH:12]3)(=[O:3])[CH3:2]. The catalyst class is: 1. (2) Product: [CH2:15]([O:14][C:12]([NH:13][C@:3]([OH:9])([C:4]([O:6][CH2:7][CH3:8])=[O:5])[C:2]([F:10])([F:11])[F:1])=[O:22])[C:16]1[CH:21]=[CH:20][CH:19]=[CH:18][CH:17]=1. Reactant: [F:1][C:2]([F:11])([F:10])[C:3](=[O:9])[C:4]([O:6][CH2:7][CH3:8])=[O:5].[C:12](=[O:22])([O:14][CH2:15][C:16]1[CH:21]=[CH:20][CH:19]=[CH:18][CH:17]=1)[NH2:13]. The catalyst class is: 4. (3) Reactant: [Br:1]Br.[C:3]1([N:9]2[C:13]3[NH:14][C:15](=[O:18])[CH:16]=[CH:17][C:12]=3[CH:11]=[N:10]2)[CH:8]=[CH:7][CH:6]=[CH:5][CH:4]=1. Product: [Br:1][C:16]1[C:15](=[O:18])[NH:14][C:13]2[N:9]([C:3]3[CH:4]=[CH:5][CH:6]=[CH:7][CH:8]=3)[N:10]=[CH:11][C:12]=2[CH:17]=1. The catalyst class is: 86. (4) Reactant: [CH2:1]([C:3]1[N:7]([C:8]2[CH:13]=[CH:12][CH:11]=[CH:10][CH:9]=2)[N:6]=[CH:5][C:4]=1[CH:14]([OH:16])[CH3:15])[CH3:2]. Product: [CH2:1]([C:3]1[N:7]([C:8]2[CH:9]=[CH:10][CH:11]=[CH:12][CH:13]=2)[N:6]=[CH:5][C:4]=1[C:14](=[O:16])[CH3:15])[CH3:2]. The catalyst class is: 725. (5) Reactant: [Br:1][C:2]1[CH:3]=[C:4]([Cl:11])[C:5]([C:8]([OH:10])=[O:9])=[N:6][CH:7]=1.[CH3:12][C:13](OC(OC(O[C:13]([CH3:15])([CH3:14])[CH3:12])=O)=O)([CH3:15])[CH3:14].[NH4+].[Cl-]. Product: [Br:1][C:2]1[CH:3]=[C:4]([Cl:11])[C:5]([C:8]([O:10][C:13]([CH3:15])([CH3:14])[CH3:12])=[O:9])=[N:6][CH:7]=1. The catalyst class is: 527. (6) Reactant: F[C:2]1[CH:12]=[CH:11][C:5]([C:6]([O:8][CH2:9][CH3:10])=[O:7])=[CH:4][CH:3]=1.[OH:13][CH:14]1[CH2:19][CH2:18][NH:17][CH2:16][CH2:15]1.C(=O)([O-])[O-].[K+].[K+]. Product: [OH:13][CH:14]1[CH2:19][CH2:18][N:17]([C:2]2[CH:12]=[CH:11][C:5]([C:6]([O:8][CH2:9][CH3:10])=[O:7])=[CH:4][CH:3]=2)[CH2:16][CH2:15]1. The catalyst class is: 9. (7) Reactant: [Cl:1][C:2]1[CH:3]=[CH:4][C:5]2[N:11]([C:12](=[O:38])[C:13]3[CH:18]=[CH:17][C:16]([N:19]([CH2:26][CH2:27][O:28][C:29]4[CH:34]=[CH:33][CH:32]=[CH:31][C:30]=4[CH3:35])C(=O)C(F)(F)F)=[CH:15][C:14]=3[O:36][CH3:37])[CH2:10][CH2:9][CH2:8][CH:7]([CH2:39][C:40]([N:42]3[CH2:47][CH2:46][N:45]([CH3:48])[CH2:44][CH2:43]3)=[O:41])[C:6]=2[CH:49]=1.C(=O)([O-])[O-].[K+].[K+]. Product: [Cl:1][C:2]1[CH:3]=[CH:4][C:5]2[N:11]([C:12](=[O:38])[C:13]3[CH:18]=[CH:17][C:16]([NH:19][CH2:26][CH2:27][O:28][C:29]4[CH:34]=[CH:33][CH:32]=[CH:31][C:30]=4[CH3:35])=[CH:15][C:14]=3[O:36][CH3:37])[CH2:10][CH2:9][CH2:8][CH:7]([CH2:39][C:40]([N:42]3[CH2:47][CH2:46][N:45]([CH3:48])[CH2:44][CH2:43]3)=[O:41])[C:6]=2[CH:49]=1. The catalyst class is: 24. (8) Reactant: [Br:1][C:2]1[N:7]=[N:6][C:5]([O:8][CH2:9][C:10]([OH:12])=O)=[CH:4][CH:3]=1.[B-](F)(F)(F)F.CCOC(C(C#N)=NOC(N(C)C)=[N+](C)C)=O.[NH:35]1[CH2:40][CH2:39][CH2:38][CH2:37][CH2:36]1. Product: [Br:1][C:2]1[N:7]=[N:6][C:5]([O:8][CH2:9][C:10]([N:35]2[CH2:40][CH2:39][CH2:38][CH2:37][CH2:36]2)=[O:12])=[CH:4][CH:3]=1. The catalyst class is: 1. (9) Reactant: C(OC([N:8]1[CH2:13][CH2:12][CH:11]([CH2:14][O:15][C:16]2[CH:21]=[CH:20][C:19]([C:22]3[N:23]=[CH:24][C:25]([C:28]([O:30][CH3:31])=[O:29])=[N:26][CH:27]=3)=[C:18]([F:32])[CH:17]=2)[CH2:10][CH2:9]1)=O)(C)(C)C.[ClH:33]. Product: [ClH:33].[F:32][C:18]1[CH:17]=[C:16]([O:15][CH2:14][CH:11]2[CH2:10][CH2:9][NH:8][CH2:13][CH2:12]2)[CH:21]=[CH:20][C:19]=1[C:22]1[N:23]=[CH:24][C:25]([C:28]([O:30][CH3:31])=[O:29])=[N:26][CH:27]=1. The catalyst class is: 2. (10) Reactant: Cl.Cl.[NH2:3][C:4]1[CH:5]=[C:6]([C:10]2[CH:18]=[CH:17][C:13]([C:14]([NH2:16])=[O:15])=[C:12]([O:19][C:20]3[CH:25]=[CH:24][C:23]([O:26][C:27]4[CH:32]=[CH:31][CH:30]=[CH:29][CH:28]=4)=[CH:22][CH:21]=3)[N:11]=2)[CH:7]=[CH:8][CH:9]=1.CCN(C(C)C)C(C)C.[C:42](Cl)(=[O:45])[CH:43]=[CH2:44]. Product: [C:42]([NH:3][C:4]1[CH:5]=[C:6]([C:10]2[CH:18]=[CH:17][C:13]([C:14]([NH2:16])=[O:15])=[C:12]([O:19][C:20]3[CH:25]=[CH:24][C:23]([O:26][C:27]4[CH:32]=[CH:31][CH:30]=[CH:29][CH:28]=4)=[CH:22][CH:21]=3)[N:11]=2)[CH:7]=[CH:8][CH:9]=1)(=[O:45])[CH:43]=[CH2:44]. The catalyst class is: 26.